The task is: Predict the reaction yield, written as a fraction of the theoretical maximum amount of product (1.0 means a 100% yield; for example, 0.34 means a 34% yield).. This data is from Reaction yield outcomes from USPTO patents with 853,638 reactions. The reactants are [CH2:1]([S:3](Cl)(=[O:5])=[O:4])[CH3:2].[Br:7][C:8]1[CH:9]=[C:10]([CH:12]=[C:13]([O:15][C:16]2[CH:21]=[CH:20][C:19]([F:22])=[CH:18][C:17]=2[F:23])[CH:14]=1)[NH2:11].N1C=CC=CC=1.Cl. The catalyst is C(Cl)Cl. The product is [Br:7][C:8]1[CH:9]=[C:10]([NH:11][S:3]([CH2:1][CH3:2])(=[O:5])=[O:4])[CH:12]=[C:13]([O:15][C:16]2[CH:21]=[CH:20][C:19]([F:22])=[CH:18][C:17]=2[F:23])[CH:14]=1. The yield is 0.950.